This data is from Catalyst prediction with 721,799 reactions and 888 catalyst types from USPTO. The task is: Predict which catalyst facilitates the given reaction. (1) Product: [N:12]([CH:5]1[CH2:4][C:3]2[C:7](=[CH:8][CH:9]=[CH:10][C:2]=2[F:1])[C:6]1=[O:11])=[N+:13]=[N-:14]. Reactant: [F:1][C:2]1[CH:10]=[CH:9][CH:8]=[C:7]2[C:3]=1[CH2:4][CH2:5][C:6]2=[O:11].[N-:12]=[N+:13]=[N-:14].[Na+]. The catalyst class is: 23. (2) Reactant: [F:1][C:2]([C:5]1[CH:6]=[C:7]([CH:27]=[CH:28][CH:29]=1)[O:8][C:9]1[CH:14]=[CH:13][C:12]([C:15]2[C:20]3=[N:21][S:22](=[O:26])(=[O:25])[CH2:23][CH2:24][N:19]3[CH:18]=[CH:17][CH:16]=2)=[CH:11][CH:10]=1)([F:4])[CH3:3]. Product: [F:4][C:2]([C:5]1[CH:6]=[C:7]([CH:27]=[CH:28][CH:29]=1)[O:8][C:9]1[CH:10]=[CH:11][C:12]([CH:15]2[C:20]3=[N:21][S:22](=[O:26])(=[O:25])[CH2:23][CH2:24][N:19]3[CH2:18][CH2:17][CH2:16]2)=[CH:13][CH:14]=1)([F:1])[CH3:3]. The catalyst class is: 609. (3) Reactant: [C:1]([NH:4][CH2:5][CH2:6][C:7]1[CH:8]=[CH:9][CH:10]=[C:11]2[C:16]=1[CH:15]=[C:14]([O:17][CH2:18][CH2:19][CH2:20][C:21](OCC)=[O:22])[CH:13]=[CH:12]2)(=[O:3])[CH3:2].[H-].[Al+3].[Li+].[H-].[H-].[H-]. Product: [OH:22][CH2:21][CH2:20][CH2:19][CH2:18][O:17][C:14]1[CH:15]=[C:16]2[C:11]([CH:10]=[CH:9][CH:8]=[C:7]2[CH2:6][CH2:5][NH:4][C:1](=[O:3])[CH3:2])=[CH:12][CH:13]=1. The catalyst class is: 28. (4) Reactant: [S:1](=[O:5])(=[O:4])([OH:3])[OH:2].[Cl:6][C:7]1[CH:12]=[CH:11][C:10]([CH:13]2[N:17]([C:18]3[CH:23]=[CH:22][C:21]([Cl:24])=[CH:20][C:19]=3[Cl:25])[N:16]=[C:15]([C:26]([NH:28][N:29]3[CH2:34][CH2:33][CH2:32][CH2:31][CH2:30]3)=[O:27])[CH2:14]2)=[CH:9][CH:8]=1. Product: [S:1]([OH:5])([OH:4])(=[O:3])=[O:2].[Cl:6][C:7]1[CH:12]=[CH:11][C:10]([CH:13]2[N:17]([C:18]3[CH:23]=[CH:22][C:21]([Cl:24])=[CH:20][C:19]=3[Cl:25])[N:16]=[C:15]([C:26]([NH:28][N:29]3[CH2:30][CH2:31][CH2:32][CH2:33][CH2:34]3)=[O:27])[CH2:14]2)=[CH:9][CH:8]=1. The catalyst class is: 13. (5) Reactant: [C:1]([CH:3]([C:9]1([CH3:22])[CH2:14][CH2:13][N:12]([C:15]([O:17][C:18]([CH3:21])([CH3:20])[CH3:19])=[O:16])[CH2:11][CH2:10]1)C(OCC)=O)#[N:2].[Cl-].[Li+]. Product: [C:1]([CH2:3][C:9]1([CH3:22])[CH2:10][CH2:11][N:12]([C:15]([O:17][C:18]([CH3:21])([CH3:20])[CH3:19])=[O:16])[CH2:13][CH2:14]1)#[N:2]. The catalyst class is: 58. (6) The catalyst class is: 1. Reactant: [CH3:1][Si:2]([CH3:13])([CH3:12])[C:3]#[C:4][C:5]1[N:10]=[CH:9][C:8]([NH2:11])=[CH:7][CH:6]=1.C[Si]([N-][Si](C)(C)C)(C)C.[Na+].[CH3:24][C:25]([O:28][C:29](O[C:29]([O:28][C:25]([CH3:27])([CH3:26])[CH3:24])=[O:30])=[O:30])([CH3:27])[CH3:26]. Product: [CH3:13][Si:2]([CH3:12])([CH3:1])[C:3]#[C:4][C:5]1[N:10]=[CH:9][C:8]([NH:11][C:29](=[O:30])[O:28][C:25]([CH3:27])([CH3:26])[CH3:24])=[CH:7][CH:6]=1. (7) The catalyst class is: 2. Product: [N:37]1([C:10](=[O:12])[CH2:9][NH:8][C:6](=[O:7])[O:5][C:2]([CH3:1])([CH3:3])[CH3:4])[C:46]2[C:41](=[CH:42][CH:43]=[CH:44][CH:45]=2)[CH2:40][CH2:39][CH2:38]1. Reactant: [CH3:1][C:2]([O:5][C:6]([NH:8][CH2:9][C:10]([OH:12])=O)=[O:7])([CH3:4])[CH3:3].CN(C(ON1N=NC2C=CC=NC1=2)=[N+](C)C)C.F[P-](F)(F)(F)(F)F.[NH:37]1[C:46]2[C:41](=[CH:42][CH:43]=[CH:44][CH:45]=2)[CH2:40][CH2:39][CH2:38]1.CCN(C(C)C)C(C)C. (8) Reactant: [N:1]1[C:10]2[C:5](=[CH:6][CH:7]=[CH:8][CH:9]=2)[CH:4]=[CH:3][C:2]=1[CH2:11][O:12][C:13]1[CH:14]=[C:15]([OH:19])[CH:16]=[CH:17][CH:18]=1.C(=O)([O-])[O-].[K+].[K+].[O:26]1[CH2:30][CH2:29]OC1=O. Product: [N:1]1[C:10]2[C:5](=[CH:6][CH:7]=[CH:8][CH:9]=2)[CH:4]=[CH:3][C:2]=1[CH2:11][O:12][C:13]1[CH:14]=[C:15]([CH:16]=[CH:17][CH:18]=1)[O:19][CH2:29][CH2:30][OH:26]. The catalyst class is: 6. (9) Product: [CH:1]12[CH2:7][CH:4]([CH2:5][CH2:6]1)[CH2:3][C@@H:2]2[NH:8][C:9]1[S:10][C:11]([CH3:22])([CH2:15][CH:16]2[CH2:21][CH2:20][N:19]([S:24]([CH3:23])(=[O:26])=[O:25])[CH2:18][CH2:17]2)[C:12](=[O:14])[N:13]=1. Reactant: [CH:1]12[CH2:7][CH:4]([CH2:5][CH2:6]1)[CH2:3][C@@H:2]2[NH:8][C:9]1[S:10][C:11]([CH3:22])([CH2:15][CH:16]2[CH2:21][CH2:20][NH:19][CH2:18][CH2:17]2)[C:12](=[O:14])[N:13]=1.[CH3:23][S:24](Cl)(=[O:26])=[O:25].C(N(CC)CC)C.O. The catalyst class is: 2. (10) Reactant: [F:1][C:2]1([F:37])[CH2:5][CH:4]([NH:6][C:7]([C@H:9]([C:30]2[CH:35]=[CH:34][CH:33]=[CH:32][C:31]=2[Cl:36])[N:10]([C:23]2[CH:28]=[CH:27][CH:26]=[C:25]([F:29])[CH:24]=2)[C:11]([C@@H:13]2[CH2:18][NH:17][CH2:16][CH2:15][N:14]2[C:19]([O:21][CH3:22])=[O:20])=[O:12])=[O:8])[CH2:3]1.[CH2:38]=O.N#N.[BH4-].[Na+]. Product: [Cl:36][C:31]1[CH:32]=[CH:33][CH:34]=[CH:35][C:30]=1[C@H:9]([N:10]([C:23]1[CH:28]=[CH:27][CH:26]=[C:25]([F:29])[CH:24]=1)[C:11]([C@@H:13]1[CH2:18][N:17]([CH3:38])[CH2:16][CH2:15][N:14]1[C:19]([O:21][CH3:22])=[O:20])=[O:12])[C:7]([NH:6][CH:4]1[CH2:3][C:2]([F:1])([F:37])[CH2:5]1)=[O:8]. The catalyst class is: 467.